From a dataset of Catalyst prediction with 721,799 reactions and 888 catalyst types from USPTO. Predict which catalyst facilitates the given reaction. (1) Reactant: [CH2:1]([O:8][C:9]([NH:11][C@H:12]1[CH2:16][CH2:15][N:14]([C@H:17]2[CH2:22][CH2:21][C@@H:20]([NH:23][C:24]([O:26][C:27]([CH3:30])([CH3:29])[CH3:28])=[O:25])[CH2:19][C@H:18]2C(N)=O)[C:13]1=[O:34])=[O:10])[C:2]1[CH:7]=[CH:6][CH:5]=[CH:4][CH:3]=1.[C:35]([OH:38])(=O)[CH3:36].C(O)(=O)C.IC1C=CC=CC=1.C([N:53](CC)C(C)C)(C)C.C(OC(=O)C)(=O)C. Product: [C:35]([NH:53][C@H:18]1[C@@H:17]([N:14]2[CH2:15][CH2:16][C@H:12]([NH:11][C:9]([O:8][CH2:1][C:2]3[CH:7]=[CH:6][CH:5]=[CH:4][CH:3]=3)=[O:10])[C:13]2=[O:34])[CH2:22][CH2:21][C@@H:20]([NH:23][C:24](=[O:25])[O:26][C:27]([CH3:29])([CH3:30])[CH3:28])[CH2:19]1)(=[O:38])[CH3:36]. The catalyst class is: 10. (2) Reactant: C(O[C:4](=[O:22])[C:5](=[N:12][NH:13][C:14](=[O:21])[CH2:15][C:16]([O:18]CC)=O)[C:6]1[CH:11]=[CH:10][CH:9]=[CH:8][CH:7]=1)C.[NH:23](C(=O)CC(OCC)=O)N.[C:33]([C:41]([O:43]CC)=[O:42])(=O)C1C=CC=CC=1.C(O)(=O)C.S([O-])([O-])(=O)=O.[Mg+2]. Product: [OH:22][C:4]1[C:5]([C:6]2[CH:7]=[CH:8][CH:9]=[CH:10][CH:11]=2)=[N:12][NH:13][C:14](=[O:21])[C:15]=1[C:16]([NH:23][CH2:33][C:41]([OH:43])=[O:42])=[O:18]. The catalyst class is: 4. (3) The catalyst class is: 3. Reactant: [H-].[Na+].[Br:3][C:4]1[CH:12]=[C:11]2[C:7]([C:8]3[CH2:16][CH2:15][N:14]([C:17]([O:19][C:20]([CH3:23])([CH3:22])[CH3:21])=[O:18])[CH2:13][C:9]=3[NH:10]2)=[CH:6][C:5]=1[F:24].[CH3:25]I. Product: [Br:3][C:4]1[CH:12]=[C:11]2[C:7]([C:8]3[CH2:16][CH2:15][N:14]([C:17]([O:19][C:20]([CH3:21])([CH3:23])[CH3:22])=[O:18])[CH2:13][C:9]=3[N:10]2[CH3:25])=[CH:6][C:5]=1[F:24]. (4) Reactant: [CH2:1]([N:7]1[CH2:12][CH:11]2[CH:9]([C:10]2([C:14]2[CH:15]=[C:16]([NH2:20])[CH:17]=[CH:18][CH:19]=2)[CH3:13])[CH2:8]1)[CH2:2][CH2:3][CH2:4][CH2:5][CH3:6].N1C=CC=CC=1.[N:27]1[CH:32]=[CH:31][CH:30]=[C:29]([S:33](Cl)(=[O:35])=[O:34])[CH:28]=1. Product: [CH2:1]([N:7]1[CH2:12][CH:11]2[CH:9]([C:10]2([C:14]2[CH:15]=[C:16]([NH:20][S:33]([C:29]3[CH:28]=[N:27][CH:32]=[CH:31][CH:30]=3)(=[O:35])=[O:34])[CH:17]=[CH:18][CH:19]=2)[CH3:13])[CH2:8]1)[CH2:2][CH2:3][CH2:4][CH2:5][CH3:6]. The catalyst class is: 4. (5) Reactant: [Cl:1][C:2]1[N:10]=[CH:9][N:8]=[C:7]2[C:3]=1[N:4]=[CH:5][N:6]2[C@H:11]1[C@@H:15]2[O:16][C:17]([CH3:20])([CH3:19])[O:18][C@H:14]2[C@@H:13]([C:21]([NH:23][CH2:24][CH:25]([OH:27])[CH3:26])=[O:22])[O:12]1.C(O)(=O)C.[Cr](O[Cr]([O-])(=O)=O)([O-])(=O)=O.[NH+]1C=CC=CC=1.[NH+]1C=CC=CC=1.C(O)(C)C. Product: [Cl:1][C:2]1[N:10]=[CH:9][N:8]=[C:7]2[C:3]=1[N:4]=[CH:5][N:6]2[C@H:11]1[C@@H:15]2[O:16][C:17]([CH3:20])([CH3:19])[O:18][C@H:14]2[C@@H:13]([C:21]([NH:23][CH2:24][C:25](=[O:27])[CH3:26])=[O:22])[O:12]1. The catalyst class is: 96. (6) Reactant: [F:1][C:2]1[CH:7]=[CH:6][C:5]([C:8]2[C:12]([C:13]3[CH:18]=[CH:17][N:16]=[C:15]([C:19]([O:21]C)=O)[CH:14]=3)=[CH:11][NH:10][N:9]=2)=[CH:4][CH:3]=1.[CH3:23][NH2:24]. Product: [F:1][C:2]1[CH:3]=[CH:4][C:5]([C:8]2[C:12]([C:13]3[CH:18]=[CH:17][N:16]=[C:15]([C:19]([NH:24][CH3:23])=[O:21])[CH:14]=3)=[CH:11][NH:10][N:9]=2)=[CH:6][CH:7]=1. The catalyst class is: 6.